Dataset: Full USPTO retrosynthesis dataset with 1.9M reactions from patents (1976-2016). Task: Predict the reactants needed to synthesize the given product. (1) Given the product [ClH:32].[CH3:1][O:2][C:3]1[CH:4]=[CH:5][CH:6]=[C:7]2[C:12]=1[C:11]([NH:13][C@H:14]1[CH2:18][CH2:17][NH:16][CH2:15]1)=[N:10][C:9]([C:26]1[NH:30][C:29](=[O:31])[NH:28][N:27]=1)=[CH:8]2, predict the reactants needed to synthesize it. The reactants are: [CH3:1][O:2][C:3]1[CH:4]=[CH:5][CH:6]=[C:7]2[C:12]=1[C:11]([NH:13][C@H:14]1[CH2:18][CH2:17][N:16](C(OC(C)(C)C)=O)[CH2:15]1)=[N:10][C:9]([C:26]1[NH:30][C:29](=[O:31])[NH:28][N:27]=1)=[CH:8]2.[ClH:32].CCOC(C)=O. (2) Given the product [CH2:6]([O:5][C:3](=[O:4])[C:2]([CH3:1])=[C:8]([NH2:18])[C:10]([F:13])([F:12])[F:11])[CH3:7], predict the reactants needed to synthesize it. The reactants are: [CH3:1][CH:2]([C:8]([C:10]([F:13])([F:12])[F:11])=O)[C:3]([O:5][CH2:6][CH3:7])=[O:4].C([O-])(=O)C.[NH4+:18].